Dataset: Forward reaction prediction with 1.9M reactions from USPTO patents (1976-2016). Task: Predict the product of the given reaction. Given the reactants ClC1C=C(C=CC=1)C(OO)=[O:6].[CH2:12]([O:19][C:20](=[O:36])[NH:21][CH2:22][CH2:23][CH2:24][CH2:25][C:26]1[CH:31]=[CH:30][C:29]([O:32][CH2:33][CH:34]=[CH2:35])=[CH:28][CH:27]=1)[C:13]1[CH:18]=[CH:17][CH:16]=[CH:15][CH:14]=1, predict the reaction product. The product is: [CH2:12]([O:19][C:20](=[O:36])[NH:21][CH2:22][CH2:23][CH2:24][CH2:25][C:26]1[CH:31]=[CH:30][C:29]([O:32][CH2:33][CH:34]2[CH2:35][O:6]2)=[CH:28][CH:27]=1)[C:13]1[CH:18]=[CH:17][CH:16]=[CH:15][CH:14]=1.